Dataset: Forward reaction prediction with 1.9M reactions from USPTO patents (1976-2016). Task: Predict the product of the given reaction. (1) Given the reactants Br[C:2]1[C:7]2=[CH:8][N:9]([C:11]3[C:16]([Cl:17])=[CH:15][C:14]([N+:18]([O-:20])=[O:19])=[CH:13][C:12]=3[Cl:21])[N:10]=[C:6]2[C:5]([F:22])=[CH:4][N:3]=1.[NH2:23][C:24]1[CH:29]=[C:28]([CH3:30])[N:27]=[CH:26][N:25]=1.CC1(C)C2C(=C(P(C3C=CC=CC=3)C3C=CC=CC=3)C=CC=2)OC2C(P(C3C=CC=CC=3)C3C=CC=CC=3)=CC=CC1=2.C(=O)([O-])[O-].[Cs+].[Cs+], predict the reaction product. The product is: [Cl:21][C:12]1[CH:13]=[C:14]([N+:18]([O-:20])=[O:19])[CH:15]=[C:16]([Cl:17])[C:11]=1[N:9]1[CH:8]=[C:7]2[C:2]([NH:23][C:24]3[CH:29]=[C:28]([CH3:30])[N:27]=[CH:26][N:25]=3)=[N:3][CH:4]=[C:5]([F:22])[C:6]2=[N:10]1. (2) Given the reactants [C:1]1(B(O)O)[CH:6]=[CH:5][CH:4]=[CH:3][CH:2]=1.[F-].[K+].Br[C:13]1[CH:18]=[CH:17][C:16]([OH:19])=[CH:15][CH:14]=1, predict the reaction product. The product is: [OH:19][C:16]1[CH:17]=[CH:18][C:13]([C:1]2[CH:6]=[CH:5][CH:4]=[CH:3][CH:2]=2)=[CH:14][CH:15]=1.